From a dataset of Full USPTO retrosynthesis dataset with 1.9M reactions from patents (1976-2016). Predict the reactants needed to synthesize the given product. (1) The reactants are: C([O:3][C:4](=[O:34])[CH:5]([C:10]1[CH:11]=[C:12]([C:24]2[CH:29]=[CH:28][C:27]([C:30]([F:33])([F:32])[F:31])=[CH:26][CH:25]=2)[CH:13]=[C:14](OS(C(F)(F)F)(=O)=O)[CH:15]=1)[CH2:6][CH:7]([CH3:9])[CH3:8])C.[F:35][C:36]([F:48])([F:47])[O:37][C:38]1[CH:43]=[CH:42][C:41](B(O)O)=[CH:40][CH:39]=1. Given the product [CH3:8][CH:7]([CH3:9])[CH2:6][CH:5]([C:10]1[CH:11]=[C:12]([C:24]2[CH:25]=[CH:26][C:27]([C:30]([F:31])([F:32])[F:33])=[CH:28][CH:29]=2)[CH:13]=[C:14]([C:41]2[CH:42]=[CH:43][C:38]([O:37][C:36]([F:48])([F:47])[F:35])=[CH:39][CH:40]=2)[CH:15]=1)[C:4]([OH:34])=[O:3], predict the reactants needed to synthesize it. (2) Given the product [CH3:42][O:43][C:44](=[O:48])[CH2:45][CH2:46][NH:47][C:30](=[O:31])[C:29]1[CH:28]=[CH:27][C:26]([S:25][CH:8]([C:9]2[CH:10]=[N:11][C:12]([C:15]3[CH:16]=[CH:17][C:18]([C:21]([F:23])([F:24])[F:22])=[CH:19][CH:20]=3)=[CH:13][CH:14]=2)[CH2:7][CH:1]2[CH2:6][CH2:5][CH2:4][CH2:3][CH2:2]2)=[CH:34][CH:33]=1, predict the reactants needed to synthesize it. The reactants are: [CH:1]1([CH2:7][CH:8]([S:25][C:26]2[CH:34]=[CH:33][C:29]([C:30](O)=[O:31])=[CH:28][CH:27]=2)[C:9]2[CH:10]=[N:11][C:12]([C:15]3[CH:20]=[CH:19][C:18]([C:21]([F:24])([F:23])[F:22])=[CH:17][CH:16]=3)=[CH:13][CH:14]=2)[CH2:6][CH2:5][CH2:4][CH2:3][CH2:2]1.C(N(CC)CC)C.[CH3:42][O:43][C:44](=[O:48])[CH2:45][CH2:46][NH2:47].CCN=C=NCCCN(C)C. (3) Given the product [CH:35]1[C:36]2[C:41](=[CH:40][CH:39]=[CH:38][CH:37]=2)[C:32]([C:26]2[CH:25]=[C:24]([C:23]([C:21]3[NH:20][C:18]4=[N:19][C:14]([N:11]5[CH2:10][CH2:9][NH:8][CH2:13][CH2:12]5)=[CH:15][CH:16]=[C:17]4[N:22]=3)=[O:42])[CH:29]=[CH:28][C:27]=2[C:30]#[N:31])=[CH:33][N:34]=1, predict the reactants needed to synthesize it. The reactants are: C(OC([N:8]1[CH2:13][CH2:12][N:11]([C:14]2[N:19]=[C:18]3[NH:20][C:21]([C:23](=[O:42])[C:24]4[CH:29]=[CH:28][C:27]([C:30]#[N:31])=[C:26]([C:32]5[C:41]6[C:36](=[CH:37][CH:38]=[CH:39][CH:40]=6)[CH:35]=[N:34][CH:33]=5)[CH:25]=4)=[N:22][C:17]3=[CH:16][CH:15]=2)[CH2:10][CH2:9]1)=O)(C)(C)C. (4) Given the product [C:20]([O:23][C:4]1[CH:5]=[N:6][C:7]([Cl:8])=[C:2]([Br:1])[CH:3]=1)(=[O:22])[CH3:21], predict the reactants needed to synthesize it. The reactants are: [Br:1][C:2]1[CH:3]=[C:4](N)[CH:5]=[N:6][C:7]=1[Cl:8].F[B-](F)(F)F.[H+].N([O-])=O.[Na+].[C:20]([O:23]C(=O)C)(=[O:22])[CH3:21]. (5) Given the product [F:1][C:36]1[CH:35]=[C:34]([CH2:40][CH2:52][CH2:57][N:24]2[CH2:25][C@@H:26]3[C@@H:19]([NH:18][C:16](=[O:17])[CH:15]([C:27]4[CH:28]=[CH:29][CH:30]=[CH:31][CH:32]=4)[CH:14]([CH3:33])[CH3:13])[CH2:20][CH2:21][C@@H:22]3[CH2:23]2)[CH:39]=[CH:38][CH:37]=1, predict the reactants needed to synthesize it. The reactants are: [F:1]C(F)(F)C1C=C(C=CC=1)C=O.[CH3:13][CH:14]([CH3:33])[CH:15]([C:27]1[CH:32]=[CH:31][CH:30]=[CH:29][CH:28]=1)[C:16]([NH:18][C@@H:19]1[C@@H:26]2[C@@H:22]([CH2:23][NH:24][CH2:25]2)[CH2:21][CH2:20]1)=[O:17].[CH:34]1([CH:40]([CH:52]2[CH2:57]CCCC2)C(N[C@@H]2[C@H]3[C@H](CNC3)CC2)=O)[CH2:39][CH2:38][CH2:37][CH2:36][CH2:35]1. (6) The reactants are: C[CH2:2][N:3](CC)[CH2:4]C.[CH3:8][N:9](C(ON1N=NC2C=CC=CC1=2)=[N+](C)C)[CH3:10].[B-](F)(F)(F)F.[O:30]1[C:34]2([CH2:39][CH2:38][CH:37]([CH2:40][C:41]([OH:43])=O)[CH2:36][CH2:35]2)[O:33][CH2:32][CH2:31]1.CNC. Given the product [CH3:2][N:3]([CH3:4])[C:41](=[O:43])[CH2:40][CH:37]1[CH2:38][CH2:39][C:34]2([O:33][CH2:32][CH2:31][O:30]2)[CH2:35][CH2:36]1.[CH3:8][N:9]([CH3:10])[C:41](=[O:43])[CH2:40][CH:37]1[CH2:38][CH2:39][C:34](=[O:33])[CH2:35][CH2:36]1, predict the reactants needed to synthesize it. (7) Given the product [Br:21][C:18]1[CH:19]=[CH:20][N:16]([NH:15][C:13](=[O:14])[C@@H:12]([NH:11][C:9](=[O:10])[O:8][CH2:1][C:2]2[CH:3]=[CH:4][CH:5]=[CH:6][CH:7]=2)[CH3:26])[C:17]=1[C:22](=[O:24])[NH:33][C:31]1[CH:32]=[N:27][CH:28]=[N:29][CH:30]=1, predict the reactants needed to synthesize it. The reactants are: [CH2:1]([O:8][C:9]([NH:11][C@@H:12]([CH3:26])[C:13]([NH:15][N:16]1[CH:20]=[CH:19][C:18]([Br:21])=[C:17]1[C:22]([O:24]C)=O)=[O:14])=[O:10])[C:2]1[CH:7]=[CH:6][CH:5]=[CH:4][CH:3]=1.[N:27]1[CH:32]=[C:31]([NH2:33])[CH:30]=[N:29][CH:28]=1.